Task: Predict the reaction yield, written as a fraction of the theoretical maximum amount of product (1.0 means a 100% yield; for example, 0.34 means a 34% yield).. Dataset: Reaction yield outcomes from USPTO patents with 853,638 reactions (1) The reactants are Br[C:2]1[CH:7]=[C:6]([C:8]2[N:12]([CH3:13])[C:11]3[CH:14]=[CH:15][CH:16]=[CH:17][C:10]=3[N:9]=2)[C:5]([F:18])=[CH:4][N:3]=1.[C:19]([N:26]1[CH2:31][CH2:30][NH:29][CH2:28][CH2:27]1)([O:21][C:22]([CH3:25])([CH3:24])[CH3:23])=[O:20].[F-].[Cs+].ClCCl. The catalyst is CS(C)=O.CO. The product is [F:18][C:5]1[C:6]([C:8]2[N:12]([CH3:13])[C:11]3[CH:14]=[CH:15][CH:16]=[CH:17][C:10]=3[N:9]=2)=[CH:7][C:2]([N:29]2[CH2:28][CH2:27][N:26]([C:19]([O:21][C:22]([CH3:25])([CH3:24])[CH3:23])=[O:20])[CH2:31][CH2:30]2)=[N:3][CH:4]=1. The yield is 0.920. (2) The reactants are [C:1]([O:5][C:6]([N:8]1[CH2:13][CH2:12][CH:11]([CH2:14][CH2:15][CH2:16][N:17]=[N+]=[N-])[CH2:10][CH2:9]1)=[O:7])([CH3:4])([CH3:3])[CH3:2].C1(P(C2C=CC=CC=2)C2C=CC=CC=2)C=CC=CC=1. The catalyst is O1CCCC1. The product is [C:1]([O:5][C:6]([N:8]1[CH2:13][CH2:12][CH:11]([CH2:14][CH2:15][CH2:16][NH2:17])[CH2:10][CH2:9]1)=[O:7])([CH3:4])([CH3:3])[CH3:2]. The yield is 0.950. (3) The reactants are Br[C:2]1[C:10]2[C:5](=[CH:6][CH:7]=[C:8]([C:11]3[N:15]=[CH:14][N:13](C(C4C=CC=CC=4)(C4C=CC=CC=4)C4C=CC=CC=4)[N:12]=3)[CH:9]=2)[N:4](C2CCCCO2)[N:3]=1.[F:41][C:42]([F:53])([F:52])[C:43]1[CH:48]=[CH:47][C:46](B(O)O)=[CH:45][CH:44]=1.COCCOC.P([O-])([O-])([O-])=O.[K+].[K+].[K+]. The catalyst is C(Cl)Cl. The product is [F:41][C:42]([F:53])([F:52])[C:43]1[CH:48]=[CH:47][C:46]([C:2]2[C:10]3[C:5](=[CH:6][CH:7]=[C:8]([C:11]4[NH:12][N:13]=[CH:14][N:15]=4)[CH:9]=3)[NH:4][N:3]=2)=[CH:45][CH:44]=1. The yield is 0.113. (4) The product is [F:25][C:19]1[CH:18]=[C:17]([C@@H:9]2[CH2:8][C@H:7]([C:5]3[O:4][NH:3][C:2](=[O:1])[CH:6]=3)[CH2:12][CH2:11][NH:10]2)[CH:22]=[C:21]([F:23])[C:20]=1[F:24]. No catalyst specified. The reactants are [O:1]=[C:2]1[CH:6]=[C:5]([C@@H:7]2[CH2:12][CH2:11][N:10](C(OC)=O)[C@H:9]([C:17]3[CH:22]=[C:21]([F:23])[C:20]([F:24])=[C:19]([F:25])[CH:18]=3)[CH2:8]2)[O:4][NH:3]1.Br. The yield is 0.630. (5) The yield is 0.876. The catalyst is C(O)C.O. The reactants are Cl.[CH3:2][C@:3]([C:7]([OH:9])=[O:8])([CH2:5][SH:6])[NH2:4].[OH:10][C:11]1[CH:18]=[C:17]([OH:19])[CH:16]=[CH:15][C:12]=1[C:13]#N.C(N(CC)CC)C.[OH-].[K+]. The product is [OH:10][C:11]1[CH:18]=[C:17]([OH:19])[CH:16]=[CH:15][C:12]=1[C:13]1[S:6][CH2:5][C@:3]([CH3:2])([C:7]([OH:9])=[O:8])[N:4]=1. (6) The reactants are Br.[Br:2][C:3]1[CH:4]=[CH:5][C:6]2[C:12]3[N:13]=[C:14]([NH:16][C:17]([CH3:21])([CH3:20])[CH2:18][NH2:19])[S:15][C:11]=3[CH2:10][CH2:9][O:8][C:7]=2[CH:22]=1.Cl[C:24](Cl)([O:26]C(=O)OC(Cl)(Cl)Cl)Cl. The catalyst is O1CCCC1. The product is [Br:2][C:3]1[CH:4]=[CH:5][C:6]2[C:12]3[N:13]=[C:14]([N:16]4[C:17]([CH3:20])([CH3:21])[CH2:18][NH:19][C:24]4=[O:26])[S:15][C:11]=3[CH2:10][CH2:9][O:8][C:7]=2[CH:22]=1. The yield is 0.510. (7) The product is [Br:1][C:2]1[CH:3]=[C:4]([N:8]2[CH:12]=[C:11](/[C:13](=[N:22]/[S@@:20]([C:17]([CH3:19])([CH3:18])[CH3:16])=[O:21])/[CH3:14])[CH:10]=[N:9]2)[CH:5]=[CH:6][CH:7]=1. The reactants are [Br:1][C:2]1[CH:3]=[C:4]([N:8]2[CH:12]=[C:11]([C:13](=O)[CH3:14])[CH:10]=[N:9]2)[CH:5]=[CH:6][CH:7]=1.[CH3:16][C:17]([S@:20]([NH2:22])=[O:21])([CH3:19])[CH3:18]. The catalyst is O1CCCC1.[O-]CC.[Ti+4].[O-]CC.[O-]CC.[O-]CC. The yield is 0.600.